Dataset: NCI-60 drug combinations with 297,098 pairs across 59 cell lines. Task: Regression. Given two drug SMILES strings and cell line genomic features, predict the synergy score measuring deviation from expected non-interaction effect. (1) Drug 1: C1CNP(=O)(OC1)N(CCCl)CCCl. Drug 2: COCCOC1=C(C=C2C(=C1)C(=NC=N2)NC3=CC=CC(=C3)C#C)OCCOC.Cl. Cell line: CAKI-1. Synergy scores: CSS=12.9, Synergy_ZIP=0.940, Synergy_Bliss=2.93, Synergy_Loewe=-18.8, Synergy_HSA=-4.69. (2) Drug 1: CC1C(C(CC(O1)OC2CC(CC3=C2C(=C4C(=C3O)C(=O)C5=C(C4=O)C(=CC=C5)OC)O)(C(=O)C)O)N)O.Cl. Drug 2: N.N.Cl[Pt+2]Cl. Cell line: SK-MEL-5. Synergy scores: CSS=14.1, Synergy_ZIP=-2.23, Synergy_Bliss=4.04, Synergy_Loewe=-9.69, Synergy_HSA=-0.584. (3) Drug 1: C1=CC(=CC=C1CCCC(=O)O)N(CCCl)CCCl. Drug 2: CCC1=C2CN3C(=CC4=C(C3=O)COC(=O)C4(CC)O)C2=NC5=C1C=C(C=C5)O. Cell line: SK-OV-3. Synergy scores: CSS=22.6, Synergy_ZIP=-6.09, Synergy_Bliss=-4.10, Synergy_Loewe=-5.12, Synergy_HSA=-2.44. (4) Drug 1: C1C(C(OC1N2C=C(C(=O)NC2=O)F)CO)O. Synergy scores: CSS=26.5, Synergy_ZIP=-9.24, Synergy_Bliss=-4.05, Synergy_Loewe=-0.622, Synergy_HSA=0.465. Cell line: UACC62. Drug 2: CC1=C(N=C(N=C1N)C(CC(=O)N)NCC(C(=O)N)N)C(=O)NC(C(C2=CN=CN2)OC3C(C(C(C(O3)CO)O)O)OC4C(C(C(C(O4)CO)O)OC(=O)N)O)C(=O)NC(C)C(C(C)C(=O)NC(C(C)O)C(=O)NCCC5=NC(=CS5)C6=NC(=CS6)C(=O)NCCC[S+](C)C)O. (5) Drug 1: CC1OCC2C(O1)C(C(C(O2)OC3C4COC(=O)C4C(C5=CC6=C(C=C35)OCO6)C7=CC(=C(C(=C7)OC)O)OC)O)O. Drug 2: CC1=C(C(CCC1)(C)C)C=CC(=CC=CC(=CC(=O)O)C)C. Cell line: BT-549. Synergy scores: CSS=25.8, Synergy_ZIP=4.50, Synergy_Bliss=4.38, Synergy_Loewe=-8.16, Synergy_HSA=0.704. (6) Drug 1: CC1=CC=C(C=C1)C2=CC(=NN2C3=CC=C(C=C3)S(=O)(=O)N)C(F)(F)F. Drug 2: C1=CN(C=N1)CC(O)(P(=O)(O)O)P(=O)(O)O. Cell line: DU-145. Synergy scores: CSS=2.59, Synergy_ZIP=1.32, Synergy_Bliss=0.610, Synergy_Loewe=-3.14, Synergy_HSA=-2.92. (7) Drug 1: CC1CCC2CC(C(=CC=CC=CC(CC(C(=O)C(C(C(=CC(C(=O)CC(OC(=O)C3CCCCN3C(=O)C(=O)C1(O2)O)C(C)CC4CCC(C(C4)OC)O)C)C)O)OC)C)C)C)OC. Drug 2: C1CN(CCN1C(=O)CCBr)C(=O)CCBr. Cell line: UACC62. Synergy scores: CSS=28.7, Synergy_ZIP=-7.68, Synergy_Bliss=-0.819, Synergy_Loewe=-18.5, Synergy_HSA=1.89. (8) Drug 1: C1CC(=O)NC(=O)C1N2CC3=C(C2=O)C=CC=C3N. Drug 2: CCC1(CC2CC(C3=C(CCN(C2)C1)C4=CC=CC=C4N3)(C5=C(C=C6C(=C5)C78CCN9C7C(C=CC9)(C(C(C8N6C)(C(=O)OC)O)OC(=O)C)CC)OC)C(=O)OC)O.OS(=O)(=O)O. Cell line: OVCAR3. Synergy scores: CSS=53.0, Synergy_ZIP=-3.23, Synergy_Bliss=-7.69, Synergy_Loewe=-72.1, Synergy_HSA=-6.39. (9) Drug 1: C1CCC(CC1)NC(=O)N(CCCl)N=O. Drug 2: C1=NC(=NC(=O)N1C2C(C(C(O2)CO)O)O)N. Cell line: RPMI-8226. Synergy scores: CSS=41.3, Synergy_ZIP=3.22, Synergy_Bliss=6.12, Synergy_Loewe=-6.45, Synergy_HSA=5.61.